Dataset: Reaction yield outcomes from USPTO patents with 853,638 reactions. Task: Predict the reaction yield, written as a fraction of the theoretical maximum amount of product (1.0 means a 100% yield; for example, 0.34 means a 34% yield). (1) The reactants are FC(F)(F)S(O[C:7]1[CH2:16][CH2:15][C:10]2([O:14][CH2:13][CH2:12][O:11]2)[CH2:9][CH:8]=1)(=O)=O.[B:19]1([B:19]2[O:23][C:22]([CH3:25])([CH3:24])[C:21]([CH3:27])([CH3:26])[O:20]2)[O:23][C:22]([CH3:25])([CH3:24])[C:21]([CH3:27])([CH3:26])[O:20]1.CC([O-])=O.[K+].[Na+].[Br-]. The catalyst is O1CCOCC1.C1C=CC(P(C2C=CC=CC=2)[C-]2C=CC=C2)=CC=1.C1C=CC(P(C2C=CC=CC=2)[C-]2C=CC=C2)=CC=1.Cl[Pd]Cl.[Fe+2]. The product is [CH3:26][C:21]1([CH3:27])[C:22]([CH3:25])([CH3:24])[O:23][B:19]([C:7]2[CH2:16][CH2:15][C:10]3([O:14][CH2:13][CH2:12][O:11]3)[CH2:9][CH:8]=2)[O:20]1. The yield is 0.660. (2) The reactants are [F:1][C:2]1[CH:7]=[CH:6][C:5]([CH:8]2[C:16]3[C:11](=[CH:12][CH:13]=[C:14]([CH3:17])[CH:15]=3)[N:10]([N:18]=O)[CH2:9]2)=[CH:4][CH:3]=1.[Cl-].[NH4+].[CH3:22][C:23]([CH3:25])=O. The catalyst is [Zn]. The product is [F:1][C:2]1[CH:7]=[CH:6][C:5]([CH:8]2[C:16]3[C:11](=[CH:12][CH:13]=[C:14]([CH3:17])[CH:15]=3)[N:10]([N:18]=[C:23]([CH3:25])[CH3:22])[CH2:9]2)=[CH:4][CH:3]=1. The yield is 0.600. (3) The reactants are [CH3:1][O:2][C:3]1[CH:4]=[C:5]2[C:10](=[CH:11][C:12]=1[O:13][CH3:14])[N:9]=[CH:8][CH:7]=[C:6]2[O:15][C:16]1[CH:21]=[CH:20][C:19]([NH:22][CH:23]([C:28]([F:31])([F:30])[F:29])[CH2:24][C:25](O)=[O:26])=[CH:18][C:17]=1[F:32].[NH2:33][C:34]1[CH:39]=[CH:38][CH:37]=[CH:36][CH:35]=1.C(N(CC)C(C)C)(C)C.CN(C(ON1N=NC2C=CC=NC1=2)=[N+](C)C)C.F[P-](F)(F)(F)(F)F.[Cl-].[NH4+]. The catalyst is CN(C)C=O.C(OCC)(=O)C. The product is [CH3:1][O:2][C:3]1[CH:4]=[C:5]2[C:10](=[CH:11][C:12]=1[O:13][CH3:14])[N:9]=[CH:8][CH:7]=[C:6]2[O:15][C:16]1[CH:21]=[CH:20][C:19]([NH:22][CH:23]([C:28]([F:30])([F:31])[F:29])[CH2:24][C:25]([NH:33][C:34]2[CH:39]=[CH:38][CH:37]=[CH:36][CH:35]=2)=[O:26])=[CH:18][C:17]=1[F:32]. The yield is 0.0700.